This data is from Catalyst prediction with 721,799 reactions and 888 catalyst types from USPTO. The task is: Predict which catalyst facilitates the given reaction. (1) Reactant: C(OC([NH:8][CH2:9][C:10]1[C:18]([Br:19])=[CH:17][CH:16]=[CH:15][C:11]=1[C:12]([OH:14])=[O:13])=O)(C)(C)C.[ClH:20]. Product: [ClH:20].[NH2:8][CH2:9][C:10]1[C:18]([Br:19])=[CH:17][CH:16]=[CH:15][C:11]=1[C:12]([OH:14])=[O:13]. The catalyst class is: 27. (2) Reactant: C([O:3][C:4](=[O:38])[CH2:5][CH2:6][CH2:7][CH2:8][CH2:9][O:10][C:11]1[CH:16]=[CH:15][C:14]([C:17]([CH2:35][CH3:36])([C:20]2[CH:25]=[CH:24][C:23]([CH2:26][CH2:27][CH:28]([OH:33])[C:29]([CH3:32])([CH3:31])[CH3:30])=[C:22]([CH3:34])[CH:21]=2)[CH2:18][CH3:19])=[CH:13][C:12]=1[CH3:37])C.[OH-].[K+].Cl. Product: [CH2:18]([C:17]([C:14]1[CH:15]=[CH:16][C:11]([O:10][CH2:9][CH2:8][CH2:7][CH2:6][CH2:5][C:4]([OH:38])=[O:3])=[C:12]([CH3:37])[CH:13]=1)([C:20]1[CH:25]=[CH:24][C:23]([CH2:26][CH2:27][CH:28]([OH:33])[C:29]([CH3:31])([CH3:32])[CH3:30])=[C:22]([CH3:34])[CH:21]=1)[CH2:35][CH3:36])[CH3:19]. The catalyst class is: 5.